From a dataset of Full USPTO retrosynthesis dataset with 1.9M reactions from patents (1976-2016). Predict the reactants needed to synthesize the given product. (1) Given the product [CH:26]1([N:19]2[CH2:20][CH2:21][CH:17]([NH:16][C:14]([C:12]3[S:13][C:9]([S:8][C:7]4[C:6]([Cl:25])=[CH:5][N:4]=[CH:3][C:2]=4[Cl:1])=[C:10]([N+:22]([O-:24])=[O:23])[CH:11]=3)=[O:15])[CH2:18]2)[CH2:28][CH2:27]1, predict the reactants needed to synthesize it. The reactants are: [Cl:1][C:2]1[CH:3]=[N:4][CH:5]=[C:6]([Cl:25])[C:7]=1[S:8][C:9]1[S:13][C:12]([C:14]([NH:16][CH:17]2[CH2:21][CH2:20][NH:19][CH2:18]2)=[O:15])=[CH:11][C:10]=1[N+:22]([O-:24])=[O:23].[CH:26]1(OCCO[Si](C)(C)C)[CH2:28][CH2:27]1.C(O)(=O)C.[C-]#N.[BH4-].[Na+]. (2) Given the product [CH3:1][O:2][C:3]1[CH:4]=[CH:5][C:6]2[NH:12][C:11](=[O:13])[N:10]([CH:14]3[CH2:15][CH2:16][N:17]([C:20]([O:22][C@H:23]([CH2:24][C:25]4[CH:30]=[C:29]([C:31]([F:32])([F:33])[F:34])[C:28]([NH2:35])=[C:27]([Cl:36])[CH:26]=4)[C:37]([N:55]4[CH2:54][CH2:53][CH:52]([CH:49]5[CH2:48][CH2:47][N:46]([CH2:45][C:44]([O:43][CH2:41][CH3:42])=[O:58])[CH2:51][CH2:50]5)[CH2:57][CH2:56]4)=[O:39])=[O:21])[CH2:18][CH2:19]3)[CH2:9][CH2:8][C:7]=2[CH:40]=1, predict the reactants needed to synthesize it. The reactants are: [CH3:1][O:2][C:3]1[CH:4]=[CH:5][C:6]2[NH:12][C:11](=[O:13])[N:10]([CH:14]3[CH2:19][CH2:18][N:17]([C:20]([O:22][C@@H:23]([C:37]([OH:39])=O)[CH2:24][C:25]4[CH:30]=[C:29]([C:31]([F:34])([F:33])[F:32])[C:28]([NH2:35])=[C:27]([Cl:36])[CH:26]=4)=[O:21])[CH2:16][CH2:15]3)[CH2:9][CH2:8][C:7]=2[CH:40]=1.[CH2:41]([O:43][C:44](=[O:58])[CH2:45][N:46]1[CH2:51][CH2:50][CH:49]([CH:52]2[CH2:57][CH2:56][NH:55][CH2:54][CH2:53]2)[CH2:48][CH2:47]1)[CH3:42]. (3) The reactants are: [Cl:1][C:2]1[C:3]([C:24]2[N:28]3[CH:29]=[CH:30][CH:31]=[CH:32][C:27]3=[N:26][CH:25]=2)=[N:4][C:5]([NH:8][C:9]2[CH:14]=[C:13]([O:15][CH2:16][C@H:17]3[CH2:21][CH2:20][CH2:19][NH:18]3)[CH:12]=[CH:11][C:10]=2[O:22][CH3:23])=[N:6][CH:7]=1.[C:33](OC(=O)C)(=[O:35])[CH3:34]. Given the product [Cl:1][C:2]1[C:3]([C:24]2[N:28]3[CH:29]=[CH:30][CH:31]=[CH:32][C:27]3=[N:26][CH:25]=2)=[N:4][C:5]([NH:8][C:9]2[CH:14]=[C:13]([CH:12]=[CH:11][C:10]=2[O:22][CH3:23])[O:15][CH2:16][C@H:17]2[CH2:21][CH2:20][CH2:19][N:18]2[C:33](=[O:35])[CH3:34])=[N:6][CH:7]=1, predict the reactants needed to synthesize it. (4) Given the product [Cl:11][C:8]1[CH:7]=[C:3]2[C:2](=[CH:10][CH:9]=1)[N:1]=[C:4]([C:3]1[CH:7]=[CH:8][C:9]([Cl:12])=[CH:10][CH:2]=1)[N:6]=[C:4]2[N:13]1[CH2:17][CH2:16][CH2:15][CH2:14]1, predict the reactants needed to synthesize it. The reactants are: [NH2:1][C:2]1[CH:10]=[CH:9][C:8]([Cl:11])=[CH:7][C:3]=1[C:4]([NH2:6])=O.[Cl-:12].[NH:13]1[CH2:17][CH2:16][CH2:15][CH2:14]1. (5) Given the product [Cl:32][C:29]1[CH:28]=[CH:27][C:26]([O:25][C:22]2[CH:21]=[CH:20][C:19]([S:16]([NH:15][C@@H:11]3[CH2:12][CH2:13][CH2:14][N:9]([OH:8])[C:10]3=[O:33])(=[O:17])=[O:18])=[CH:24][CH:23]=2)=[CH:31][CH:30]=1, predict the reactants needed to synthesize it. The reactants are: C([O:8][N:9]1[CH2:14][CH2:13][CH2:12][C@@H:11]([NH:15][S:16]([C:19]2[CH:24]=[CH:23][C:22]([O:25][C:26]3[CH:31]=[CH:30][C:29]([Cl:32])=[CH:28][CH:27]=3)=[CH:21][CH:20]=2)(=[O:18])=[O:17])[C:10]1=[O:33])C1C=CC=CC=1.